The task is: Predict the reactants needed to synthesize the given product.. This data is from Full USPTO retrosynthesis dataset with 1.9M reactions from patents (1976-2016). Given the product [C:1]([O:5][C:6]([N:8]1[CH2:13][CH2:12][C:11](=[O:14])[CH:10]([F:20])[CH2:9]1)=[O:7])([CH3:4])([CH3:3])[CH3:2], predict the reactants needed to synthesize it. The reactants are: [C:1]([O:5][C:6]([N:8]1[CH2:13][CH:12]=[C:11]([O:14][Si](C)(C)C)[CH2:10][CH2:9]1)=[O:7])([CH3:4])([CH3:3])[CH3:2].[B-](F)(F)(F)[F:20].[B-](F)(F)(F)F.C1[N+]2(CCl)CC[N+](F)(CC2)C1.CCOC(C)=O.